Dataset: Forward reaction prediction with 1.9M reactions from USPTO patents (1976-2016). Task: Predict the product of the given reaction. (1) Given the reactants [CH3:1][C@@H:2]1[C@H:20]([OH:21])[C@@H:19]([CH3:22])[C:17](=[O:18])[C:16]([CH3:24])([CH3:23])[C@@H:15]([OH:25])[CH2:14][C:12](=[O:13])[O:11][C@H:10](/[C:26](/[CH3:35])=[CH:27]/[C:28]2[N:32]=[C:31]([CH2:33]O)[S:30][CH:29]=2)[CH2:9][C@@H:7]2[O:8][C@:6]2([CH3:36])[CH2:5][CH2:4][CH2:3]1.C1(P([N:51]=[N+]=[N-])(C2C=CC=CC=2)=O)C=CC=CC=1.N12CCCN=C1CCCCC2.C(C([O-])=O)(F)(F)F.[NH4+].[NH4+].[OH-].CP(C)C, predict the reaction product. The product is: [CH3:1][C@@H:2]1[C@H:20]([OH:21])[C@@H:19]([CH3:22])[C:17](=[O:18])[C:16]([CH3:24])([CH3:23])[C@@H:15]([OH:25])[CH2:14][C:12](=[O:13])[O:11][C@H:10](/[C:26](/[CH3:35])=[CH:27]/[C:28]2[N:32]=[C:31]([CH2:33][NH2:51])[S:30][CH:29]=2)[CH2:9][C@@H:7]2[O:8][C@:6]2([CH3:36])[CH2:5][CH2:4][CH2:3]1. (2) The product is: [Cl:18][C:14]1[N:13]=[N:12][C:11]([NH2:10])=[C:16]([C:23]2[CH:22]=[CH:21][C:20]([CH3:26])=[CH:25][C:1]=2[CH3:2])[CH:15]=1. Given the reactants [CH2:1](O)[CH3:2].C(=O)([O-])[O-].[Na+].[Na+].[NH2:10][C:11]1[N:12]=[N:13][C:14]([Cl:18])=[CH:15][C:16]=1Br.O.[C:20]1([CH3:26])[CH:25]=C[CH:23]=[CH:22][CH:21]=1, predict the reaction product. (3) Given the reactants [O:1]=[C:2]1[C:15]2[CH:14]=[CH:13][C:12]([C:16]([OH:18])=O)=[CH:11][C:10]=2[O:9][C:8]2[C:3]1=[CH:4][CH:5]=[CH:6][CH:7]=2.S(Cl)(Cl)=O.[CH2:23]([NH:25][CH2:26][CH3:27])[CH3:24], predict the reaction product. The product is: [CH2:23]([N:25]([CH2:26][CH3:27])[C:16]([C:12]1[CH:13]=[CH:14][C:15]2[C:2](=[O:1])[C:3]3[C:8]([O:9][C:10]=2[CH:11]=1)=[CH:7][CH:6]=[CH:5][CH:4]=3)=[O:18])[CH3:24]. (4) Given the reactants B(Br)(Br)Br.[CH:5]([C:8]1[CH:13]=[CH:12][CH:11]=[C:10]([CH:14]([CH3:16])[CH3:15])[C:9]=1[N:17]1[C:26](=[O:27])[C:25]2[CH:28]=[CH:29][C:30]3[O:31][C:32]4[C:37]([C:22]5[C:23]=3[C:24]=2[C:19](=[CH:20][CH:21]=5)[C:18]1=[O:40])=[CH:36][C:35]([O:38]C)=[CH:34][CH:33]=4)([CH3:7])[CH3:6].C([O-])(O)=O.[Na+], predict the reaction product. The product is: [CH:5]([C:8]1[CH:13]=[CH:12][CH:11]=[C:10]([CH:14]([CH3:16])[CH3:15])[C:9]=1[N:17]1[C:26](=[O:27])[C:25]2[CH:28]=[CH:29][C:30]3[O:31][C:32]4[C:37]([C:22]5[C:23]=3[C:24]=2[C:19](=[CH:20][CH:21]=5)[C:18]1=[O:40])=[CH:36][C:35]([OH:38])=[CH:34][CH:33]=4)([CH3:6])[CH3:7]. (5) Given the reactants [CH3:1][S:2]([C:4]1[CH:9]=[CH:8][C:7](B(O)O)=[CH:6][CH:5]=1)=[O:3].Br[C:14]1[CH:19]=[C:18]([F:20])[C:17]([C:21]([N:23]2[CH2:27][CH2:26][CH2:25][C@H:24]2[CH2:28]N2CCCC2)=O)=[C:16]([F:34])[CH:15]=1, predict the reaction product. The product is: [F:20][C:18]1[CH:19]=[C:14]([C:7]2[CH:8]=[CH:9][C:4]([S:2]([CH3:1])=[O:3])=[CH:5][CH:6]=2)[CH:15]=[C:16]([F:34])[C:17]=1[CH2:21][N:23]1[CH2:27][CH2:26][CH2:25][C@@:24]1([CH3:28])[N:23]1[CH2:27][CH2:26][CH2:25][CH2:24]1. (6) Given the reactants [CH3:1][C:2]1[CH:7]=[CH:6][CH:5]=[CH:4][C:3]=1[N+:8]([O-:10])=[O:9].[Br:11]NC(=O)CCC(N)=O, predict the reaction product. The product is: [Br:11][CH2:1][C:2]1[CH:7]=[CH:6][CH:5]=[CH:4][C:3]=1[N+:8]([O-:10])=[O:9]. (7) Given the reactants [NH2:1][C:2]1[N:10]=[C:9]([O:11][CH2:12][CH2:13][CH2:14][CH3:15])[N:8]=[C:7]2[C:3]=1[NH:4][C:5](=[O:36])[N:6]2[CH2:16][CH2:17][CH2:18][N:19]([CH2:24][C:25]1[CH:26]=[C:27]([CH2:31][C:32]([O:34][CH3:35])=[O:33])[CH:28]=[CH:29][CH:30]=1)[CH2:20][CH2:21][CH2:22]O.S(Cl)([Cl:39])=O, predict the reaction product. The product is: [NH2:1][C:2]1[N:10]=[C:9]([O:11][CH2:12][CH2:13][CH2:14][CH3:15])[N:8]=[C:7]2[C:3]=1[NH:4][C:5](=[O:36])[N:6]2[CH2:16][CH2:17][CH2:18][N:19]([CH2:24][C:25]1[CH:26]=[C:27]([CH2:31][C:32]([O:34][CH3:35])=[O:33])[CH:28]=[CH:29][CH:30]=1)[CH2:20][CH2:21][CH2:22][Cl:39].